From a dataset of Full USPTO retrosynthesis dataset with 1.9M reactions from patents (1976-2016). Predict the reactants needed to synthesize the given product. (1) The reactants are: [CH3:1][C:2]1[CH:6]=[C:5]([NH:7][C:8]2[CH:16]=[CH:15][C:14]([C:17]([F:20])([F:19])[F:18])=[CH:13][C:9]=2[C:10](O)=O)[N:4]([C:21]2[CH:26]=[CH:25][CH:24]=[CH:23][N:22]=2)[N:3]=1.P(Cl)(Cl)([Cl:29])=O. Given the product [Cl:29][C:10]1[C:9]2[C:8](=[CH:16][CH:15]=[C:14]([C:17]([F:19])([F:18])[F:20])[CH:13]=2)[N:7]=[C:5]2[N:4]([C:21]3[CH:26]=[CH:25][CH:24]=[CH:23][N:22]=3)[N:3]=[C:2]([CH3:1])[C:6]=12, predict the reactants needed to synthesize it. (2) The reactants are: [CH3:1][O:2][C:3]1[CH:4]=[C:5]([CH:8]=[CH:9][CH:10]=1)[CH2:6]Br.[Mg].II.[Cl:14][C:15]1[CH:16]=[C:17]([CH:26]=[C:27]([Cl:29])[CH:28]=1)[CH2:18][N:19]1[CH:23]=[CH:22][N:21]=[C:20]1[CH:24]=[O:25]. Given the product [Cl:14][C:15]1[CH:16]=[C:17]([CH:26]=[C:27]([Cl:29])[CH:28]=1)[CH2:18][N:19]1[CH:23]=[CH:22][N:21]=[C:20]1[CH:24]([OH:25])[CH2:6][C:5]1[CH:8]=[CH:9][CH:10]=[C:3]([O:2][CH3:1])[CH:4]=1, predict the reactants needed to synthesize it.